Dataset: Catalyst prediction with 721,799 reactions and 888 catalyst types from USPTO. Task: Predict which catalyst facilitates the given reaction. (1) Reactant: Br[C:2]1[CH:3]=[C:4]([CH:11]=[C:12]([N+:14]([O-:16])=[O:15])[CH:13]=1)[O:5][CH2:6][C:7]([NH:9][CH3:10])=[O:8].[CH3:17][N:18]1[CH:22]=[C:21](B2OC(C)(C)C(C)(C)O2)[CH:20]=[N:19]1.C([O-])([O-])=O.[Na+].[Na+]. Product: [CH3:10][NH:9][C:7](=[O:8])[CH2:6][O:5][C:4]1[CH:11]=[C:12]([N+:14]([O-:16])=[O:15])[CH:13]=[C:2]([C:21]2[CH:20]=[N:19][N:18]([CH3:17])[CH:22]=2)[CH:3]=1. The catalyst class is: 57. (2) Reactant: [NH2:1][C@:2]12[CH2:38][CH2:37][C@@H:36]([CH:39]([CH3:44])[C:40]([O:42][CH3:43])=[O:41])[C@@H:3]1[C@@H:4]1[C@@:17]([CH3:20])([CH2:18][CH2:19]2)[C@@:16]2([CH3:21])[C@@H:7]([C@:8]3([CH3:35])[C@@H:13]([CH2:14][CH2:15]2)[C:12]([CH3:23])([CH3:22])[C:11]([C:24]2[CH:33]=[CH:32][C:27]([C:28]([O:30][CH3:31])=[O:29])=[C:26]([F:34])[CH:25]=2)=[CH:10][CH2:9]3)[CH2:6][CH2:5]1.P([O-])([O-])([O-])=O.[K+].[K+].[K+].Cl[CH2:54][CH2:55][N:56]1[CH2:61][CH2:60][S:59](=[O:63])(=[O:62])[CH2:58][CH2:57]1.[I-].[K+]. Product: [O:62]=[S:59]1(=[O:63])[CH2:60][CH2:61][N:56]([CH2:55][CH2:54][NH:1][C@:2]23[CH2:38][CH2:37][C@@H:36]([CH:39]([CH3:44])[C:40]([O:42][CH3:43])=[O:41])[C@@H:3]2[C@@H:4]2[C@@:17]([CH3:20])([CH2:18][CH2:19]3)[C@@:16]3([CH3:21])[C@@H:7]([C@:8]4([CH3:35])[C@@H:13]([CH2:14][CH2:15]3)[C:12]([CH3:23])([CH3:22])[C:11]([C:24]3[CH:33]=[CH:32][C:27]([C:28]([O:30][CH3:31])=[O:29])=[C:26]([F:34])[CH:25]=3)=[CH:10][CH2:9]4)[CH2:6][CH2:5]2)[CH2:57][CH2:58]1. The catalyst class is: 10. (3) Reactant: [C:1](Cl)(=[O:3])[CH3:2].[NH2:5][C:6]1([CH3:19])[CH2:11][CH2:10][N:9]([C:12]([O:14][C:15]([CH3:18])([CH3:17])[CH3:16])=[O:13])[CH2:8][CH2:7]1.CCN(C(C)C)C(C)C. Product: [C:15]([O:14][C:12]([N:9]1[CH2:8][CH2:7][C:6]([NH:5][C:1](=[O:3])[CH3:2])([CH3:19])[CH2:11][CH2:10]1)=[O:13])([CH3:18])([CH3:17])[CH3:16]. The catalyst class is: 2. (4) Reactant: [CH3:1][C:2]1[NH:11][C:10](=O)[C:9]2[C:4](=[CH:5][CH:6]=[CH:7][CH:8]=2)[N:3]=1.P(Cl)(Cl)([Cl:15])=O.CN(C)C1C=CC=CC=1. Product: [Cl:15][C:10]1[C:9]2[C:4](=[CH:5][CH:6]=[CH:7][CH:8]=2)[N:3]=[C:2]([CH3:1])[N:11]=1. The catalyst class is: 11.